From a dataset of NCI-60 drug combinations with 297,098 pairs across 59 cell lines. Regression. Given two drug SMILES strings and cell line genomic features, predict the synergy score measuring deviation from expected non-interaction effect. (1) Drug 1: CC12CCC3C(C1CCC2O)C(CC4=C3C=CC(=C4)O)CCCCCCCCCS(=O)CCCC(C(F)(F)F)(F)F. Drug 2: C1CC(=O)NC(=O)C1N2C(=O)C3=CC=CC=C3C2=O. Cell line: OVCAR-4. Synergy scores: CSS=-7.50, Synergy_ZIP=1.30, Synergy_Bliss=-3.37, Synergy_Loewe=-5.39, Synergy_HSA=-6.05. (2) Drug 1: C1CCN(CC1)CCOC2=CC=C(C=C2)C(=O)C3=C(SC4=C3C=CC(=C4)O)C5=CC=C(C=C5)O. Drug 2: C1=CC(=CC=C1CCCC(=O)O)N(CCCl)CCCl. Cell line: LOX IMVI. Synergy scores: CSS=38.1, Synergy_ZIP=-12.1, Synergy_Bliss=-1.37, Synergy_Loewe=1.74, Synergy_HSA=1.73. (3) Cell line: HS 578T. Drug 1: C1=CC(=CC=C1C#N)C(C2=CC=C(C=C2)C#N)N3C=NC=N3. Drug 2: C1=CN(C=N1)CC(O)(P(=O)(O)O)P(=O)(O)O. Synergy scores: CSS=3.46, Synergy_ZIP=1.36, Synergy_Bliss=2.79, Synergy_Loewe=3.23, Synergy_HSA=1.44. (4) Drug 1: CCC1=C2CN3C(=CC4=C(C3=O)COC(=O)C4(CC)O)C2=NC5=C1C=C(C=C5)O. Drug 2: CC1=C(C(=O)C2=C(C1=O)N3CC4C(C3(C2COC(=O)N)OC)N4)N. Cell line: KM12. Synergy scores: CSS=56.4, Synergy_ZIP=-4.48, Synergy_Bliss=-6.57, Synergy_Loewe=0.916, Synergy_HSA=2.92. (5) Drug 1: C1=CC(=CC=C1CCC2=CNC3=C2C(=O)NC(=N3)N)C(=O)NC(CCC(=O)O)C(=O)O. Drug 2: CC1=C2C(C(=O)C3(C(CC4C(C3C(C(C2(C)C)(CC1OC(=O)C(C(C5=CC=CC=C5)NC(=O)C6=CC=CC=C6)O)O)OC(=O)C7=CC=CC=C7)(CO4)OC(=O)C)O)C)OC(=O)C. Cell line: MALME-3M. Synergy scores: CSS=30.0, Synergy_ZIP=1.37, Synergy_Bliss=1.09, Synergy_Loewe=2.70, Synergy_HSA=3.94. (6) Drug 1: C1=CC=C(C=C1)NC(=O)CCCCCCC(=O)NO. Drug 2: C1=CN(C=N1)CC(O)(P(=O)(O)O)P(=O)(O)O. Cell line: UO-31. Synergy scores: CSS=12.6, Synergy_ZIP=-4.45, Synergy_Bliss=0.301, Synergy_Loewe=-2.46, Synergy_HSA=0.893.